From a dataset of Reaction yield outcomes from USPTO patents with 853,638 reactions. Predict the reaction yield, written as a fraction of the theoretical maximum amount of product (1.0 means a 100% yield; for example, 0.34 means a 34% yield). (1) The reactants are [CH3:1][O:2][C:3]1[C:4]([O:21][CH3:22])=[CH:5][C:6]2[NH:12][C:11](=O)[CH2:10][N:9]=[C:8]([C:14]3[CH:19]=[CH:18][CH:17]=[CH:16][CH:15]=3)[C:7]=2[CH:20]=1.COC1C=CC(P2(SP(C3C=CC(OC)=CC=3)(=S)S2)=[S:32])=CC=1. The catalyst is C1(C)C=CC=CC=1. The product is [CH3:1][O:2][C:3]1[C:4]([O:21][CH3:22])=[CH:5][C:6]2[NH:12][C:11](=[S:32])[CH2:10][N:9]=[C:8]([C:14]3[CH:19]=[CH:18][CH:17]=[CH:16][CH:15]=3)[C:7]=2[CH:20]=1. The yield is 0.850. (2) The reactants are [CH3:1][O:2][C:3](=[O:34])[CH:4]([C:9]1[CH:10]=[C:11]([C:23]2[CH:28]=[CH:27][C:26]([Cl:29])=[C:25]([C:30]([F:33])([F:32])[F:31])[CH:24]=2)[CH:12]=[C:13](OS(C(F)(F)F)(=O)=O)[CH:14]=1)[CH2:5][CH:6]([CH3:8])[CH3:7].[F:35][C:36]([F:49])([F:48])[C:37]1[CH:43]=[CH:42][C:41]([C:44]([F:47])([F:46])[F:45])=[CH:40][C:38]=1[NH2:39]. No catalyst specified. The product is [CH3:1][O:2][C:3](=[O:34])[CH:4]([C:9]1[CH:10]=[C:11]([C:23]2[CH:28]=[CH:27][C:26]([Cl:29])=[C:25]([C:30]([F:33])([F:31])[F:32])[CH:24]=2)[CH:12]=[C:13]([NH:39][C:38]2[CH:40]=[C:41]([C:44]([F:46])([F:45])[F:47])[CH:42]=[CH:43][C:37]=2[C:36]([F:48])([F:49])[F:35])[CH:14]=1)[CH2:5][CH:6]([CH3:8])[CH3:7]. The yield is 0.350.